From a dataset of Reaction yield outcomes from USPTO patents with 853,638 reactions. Predict the reaction yield, written as a fraction of the theoretical maximum amount of product (1.0 means a 100% yield; for example, 0.34 means a 34% yield). (1) The reactants are O.[OH-].[Li+].[Cl:4][C:5]1[N:6]=[CH:7][C:8]2[C:13]([I:14])=[CH:12][N:11]([C:15]([CH3:21])([CH3:20])[C:16]([O:18]C)=[O:17])[C:9]=2[N:10]=1. The catalyst is C1COCC1.O. The product is [Cl:4][C:5]1[N:6]=[CH:7][C:8]2[C:13]([I:14])=[CH:12][N:11]([C:15]([CH3:21])([CH3:20])[C:16]([OH:18])=[O:17])[C:9]=2[N:10]=1. The yield is 0.900. (2) The reactants are [CH3:1][N:2]([CH3:8])[C@@H:3]1[CH2:7][CH2:6][NH:5][CH2:4]1.F[C:10]1[C:15]([N+:16]([O-:18])=[O:17])=[CH:14][C:13]([NH:19][C:20]2[N:25]=[C:24]([C:26]3[CH:27]=[N:28][N:29]4[CH:34]=[CH:33][CH:32]=[CH:31][C:30]=34)[CH:23]=[CH:22][N:21]=2)=[C:12]([O:35][CH3:36])[CH:11]=1.CCN(C(C)C)C(C)C. The catalyst is CC(N(C)C)=O. The product is [CH3:1][N:2]([CH3:8])[C@@H:3]1[CH2:7][CH2:6][N:5]([C:10]2[C:15]([N+:16]([O-:18])=[O:17])=[CH:14][C:13]([NH:19][C:20]3[N:25]=[C:24]([C:26]4[CH:27]=[N:28][N:29]5[CH:34]=[CH:33][CH:32]=[CH:31][C:30]=45)[CH:23]=[CH:22][N:21]=3)=[C:12]([O:35][CH3:36])[CH:11]=2)[CH2:4]1. The yield is 0.860. (3) The reactants are C[O:2][C:3](=[O:12])[C@H:4]([O:10][CH3:11])[CH2:5][C:6]([O:8]C)=[O:7]. The catalyst is Cl. The product is [CH3:11][O:10][C@H:4]([CH2:5][C:6]([OH:8])=[O:7])[C:3]([OH:12])=[O:2]. The yield is 1.00. (4) The yield is 0.830. The reactants are O=[C:2]([CH2:6][C:7]1[CH:12]=[CH:11][CH:10]=[CH:9][CH:8]=1)[CH2:3][C:4]#[N:5].Cl.[F:14][C:15]1[CH:16]=[C:17]([NH:21][NH2:22])[CH:18]=[CH:19][CH:20]=1.C(O)(=O)C. The product is [CH2:6]([C:2]1[CH:3]=[C:4]([NH2:5])[N:21]([C:17]2[CH:18]=[CH:19][CH:20]=[C:15]([F:14])[CH:16]=2)[N:22]=1)[C:7]1[CH:12]=[CH:11][CH:10]=[CH:9][CH:8]=1. The catalyst is C(O)C. (5) The reactants are [CH2:1]([C@H:6]1[CH2:8][C@@H:7]1[CH2:9][C:10]#[C:11][CH2:12][OH:13])[CH2:2][CH2:3][CH2:4][CH3:5].C(N)CN.[H][H]. The catalyst is CN(C=O)C.[Pd].CC([O-])=O.CC([O-])=O.[Pb+2]. The product is [CH2:1]([C@H:6]1[CH2:8][C@@H:7]1[CH2:9]/[CH:10]=[CH:11]\[CH2:12][OH:13])[CH2:2][CH2:3][CH2:4][CH3:5]. The yield is 0.900. (6) The yield is 0.930. The catalyst is C(O)C. The reactants are C1COCC1.[CH3:6][N:7]1[CH:11]=[CH:10][CH:9]=[C:8]1[CH2:12][C:13](OC)=[O:14].[BH4-].[Na+].[Cl-].[Li+]. The product is [CH3:6][N:7]1[CH:11]=[CH:10][CH:9]=[C:8]1[CH2:12][CH2:13][OH:14].